From a dataset of Forward reaction prediction with 1.9M reactions from USPTO patents (1976-2016). Predict the product of the given reaction. (1) Given the reactants [NH:1]([C:3]1[N:8]=[CH:7][N:6]=[C:5]2[N:9]([C:12]3[CH:17]=[CH:16][CH:15]=[CH:14][CH:13]=3)[N:10]=[CH:11][C:4]=12)[NH2:2].[CH3:18][O:19][C:20]1[CH:21]=[C:22]([CH:25]=[CH:26][C:27]=1[OH:28])[CH:23]=O, predict the reaction product. The product is: [C:12]1([N:9]2[C:5]3=[N:6][CH:7]=[N:8][C:3]([NH:1][N:2]=[CH:23][C:22]4[CH:25]=[CH:26][C:27]([OH:28])=[C:20]([O:19][CH3:18])[CH:21]=4)=[C:4]3[CH:11]=[N:10]2)[CH:17]=[CH:16][CH:15]=[CH:14][CH:13]=1. (2) Given the reactants [Cl:1][C:2]1[CH:7]=[C:6]([Cl:8])[CH:5]=[CH:4][C:3]=1[C:9]1[C:10]([N+:28]([O-])=O)=[C:11]([CH2:14][CH2:15][CH2:16][N:17]2[C:21](=[O:22])[C:20]3[CH:23]=[CH:24][CH:25]=[CH:26][C:19]=3[C:18]2=[O:27])[NH:12][CH:13]=1.Cl.O.O.Cl[Sn]Cl.[OH-].[Na+], predict the reaction product. The product is: [NH2:28][C:10]1[C:9]([C:3]2[CH:4]=[CH:5][C:6]([Cl:8])=[CH:7][C:2]=2[Cl:1])=[CH:13][NH:12][C:11]=1[CH2:14][CH2:15][CH2:16][N:17]1[C:18](=[O:27])[C:19]2[CH:26]=[CH:25][CH:24]=[CH:23][C:20]=2[C:21]1=[O:22].